From a dataset of Forward reaction prediction with 1.9M reactions from USPTO patents (1976-2016). Predict the product of the given reaction. Given the reactants [C:1]1([CH:7]([NH2:9])[CH3:8])[CH:6]=[CH:5][CH:4]=[CH:3][CH:2]=1.ClCCl.CO.[Cl:15][C:16]1[NH:17][C:18](Cl)=[C:19]2[C:23]([N:24]=1)=[N:22][CH:21]=[N:20]2, predict the reaction product. The product is: [Cl:15][C:16]1[NH:17][C:18]([NH:9][CH:7]([C:1]2[CH:6]=[CH:5][CH:4]=[CH:3][CH:2]=2)[CH3:8])=[C:19]2[C:23]([N:24]=1)=[N:22][CH:21]=[N:20]2.